Dataset: Reaction yield outcomes from USPTO patents with 853,638 reactions. Task: Predict the reaction yield, written as a fraction of the theoretical maximum amount of product (1.0 means a 100% yield; for example, 0.34 means a 34% yield). (1) The reactants are [N:1]1[C:9]([NH:10][C@H:11]([C:13]2[N:14]([C:26]3[CH:31]=[CH:30][CH:29]=[CH:28][CH:27]=3)[C:15](=[O:25])[C:16]3[C:21]([CH:22]=2)=[CH:20][CH:19]=[CH:18][C:17]=3[CH:23]=C)[CH3:12])=[C:8]2[C:4]([NH:5][CH:6]=[N:7]2)=[N:3][CH:2]=1.I([O-])(=O)(=O)=[O:33].[Na+]. The catalyst is O1CCOCC1.O.[Os](=O)(=O)(=O)=O. The product is [N:1]1[C:9]([NH:10][C@H:11]([C:13]2[N:14]([C:26]3[CH:31]=[CH:30][CH:29]=[CH:28][CH:27]=3)[C:15](=[O:25])[C:16]3[C:21]([CH:22]=2)=[CH:20][CH:19]=[CH:18][C:17]=3[CH:23]=[O:33])[CH3:12])=[C:8]2[C:4]([NH:5][CH:6]=[N:7]2)=[N:3][CH:2]=1. The yield is 0.950. (2) The reactants are CC1(C)OB([C:7]2[C:12]3[CH2:13][O:14][C:15](=[O:17])[NH:16][C:11]=3[CH:10]=[CH:9][CH:8]=2)OC1(C)C.Cl[C:22]1[CH:27]=[CH:26][N:25]=[C:24]([NH2:28])[C:23]=1[N+:29]([O-])=O.[CH3:32][N:33]1[CH:37]=[C:36]([CH:38]=O)[CH:35]=[N:34]1. No catalyst specified. The product is [CH3:32][N:33]1[CH:37]=[C:36]([C:38]2[NH:28][C:24]3=[N:25][CH:26]=[CH:27][C:22]([C:7]4[C:12]5[CH2:13][O:14][C:15](=[O:17])[NH:16][C:11]=5[CH:10]=[CH:9][CH:8]=4)=[C:23]3[N:29]=2)[CH:35]=[N:34]1. The yield is 0.420. (3) The reactants are [CH3:1][O:2][C:3]1[CH:4]=[C:5]2[C:10](=[CH:11][C:12]=1[O:13][CH3:14])[N:9]=[CH:8][N:7]=[C:6]2[O:15][C:16]1[CH:22]=[CH:21][C:19]([NH2:20])=[C:18]([N+:23]([O-:25])=[O:24])[CH:17]=1.C(N(CC)CC)C.ClC(Cl)(O[C:37](=[O:43])OC(Cl)(Cl)Cl)Cl.[N:45]1([CH2:51][CH2:52][NH2:53])[CH2:50][CH2:49][CH2:48][CH2:47][CH2:46]1. The catalyst is C(Cl)(Cl)Cl.O. The product is [CH3:1][O:2][C:3]1[CH:4]=[C:5]2[C:10](=[CH:11][C:12]=1[O:13][CH3:14])[N:9]=[CH:8][N:7]=[C:6]2[O:15][C:16]1[CH:22]=[CH:21][C:19]([NH:20][C:37]([NH:53][CH2:52][CH2:51][N:45]2[CH2:50][CH2:49][CH2:48][CH2:47][CH2:46]2)=[O:43])=[C:18]([N+:23]([O-:25])=[O:24])[CH:17]=1. The yield is 0.550. (4) The reactants are [CH3:1][O:2][N:3]([CH3:15])[C:4]([C:6]1[NH:7][C:8]2[C:13]([CH:14]=1)=[CH:12][CH:11]=[CH:10][CH:9]=2)=[O:5].[F:16][C:17]1[CH:18]=[C:19](B(O)O)[CH:20]=[CH:21][CH:22]=1.N1C=CC=CC=1. The catalyst is C(Cl)Cl. The product is [F:16][C:17]1[CH:22]=[C:21]([N:7]2[C:8]3[C:13](=[CH:12][CH:11]=[CH:10][CH:9]=3)[CH:14]=[C:6]2[C:4]([N:3]([O:2][CH3:1])[CH3:15])=[O:5])[CH:20]=[CH:19][CH:18]=1. The yield is 0.460. (5) The reactants are [N+:1]([C:4]1[CH:15]=[CH:14][C:7]2[O:8][CH:9]([CH2:12][OH:13])[CH2:10][O:11][C:6]=2[CH:5]=1)([O-:3])=[O:2].[H-].[Na+].Cl[CH2:19][CH:20]1[CH2:22][CH2:21]1. The catalyst is CCCC[N+](CCCC)(CCCC)CCCC.[Br-].CN(C=O)C. The product is [CH:20]1([CH2:19][O:13][CH2:12][CH:9]2[O:8][C:7]3[CH:14]=[CH:15][C:4]([N+:1]([O-:3])=[O:2])=[CH:5][C:6]=3[O:11][CH2:10]2)[CH2:22][CH2:21]1. The yield is 0.500.